Dataset: Catalyst prediction with 721,799 reactions and 888 catalyst types from USPTO. Task: Predict which catalyst facilitates the given reaction. (1) Reactant: [C:1]([C:3]1[CH:4]([C:19]2[CH:24]=[CH:23][C:22]([CH3:25])=[CH:21][CH:20]=2)[C:5]([C:15]([O:17][CH3:18])=[O:16])=[C:6]([CH2:13][CH3:14])[NH:7][C:8]=1[CH2:9][CH:10]([CH3:12])[CH3:11])#[N:2].[N+]([O-])([O-])=O.[NH4+].[Ce]. Product: [C:1]([C:3]1[C:8]([CH2:9][CH:10]([CH3:11])[CH3:12])=[N:7][C:6]([CH2:13][CH3:14])=[C:5]([C:4]=1[C:19]1[CH:20]=[CH:21][C:22]([CH3:25])=[CH:23][CH:24]=1)[C:15]([O:17][CH3:18])=[O:16])#[N:2]. The catalyst class is: 95. (2) Reactant: [Cl:1][C:2]1[CH:18]=[C:17]([Cl:19])[CH:16]=[CH:15][C:3]=1[CH2:4][NH:5][C:6](=[O:14])[C:7]1[CH:12]=[CH:11][N:10]=[C:9]([OH:13])[CH:8]=1.CI.[C:22](=O)([O-])[O-].[K+].[K+]. Product: [Cl:1][C:2]1[CH:18]=[C:17]([Cl:19])[CH:16]=[CH:15][C:3]=1[CH2:4][NH:5][C:6]([C:7]1[CH:12]=[CH:11][N:10]([CH3:22])[C:9](=[O:13])[CH:8]=1)=[O:14]. The catalyst class is: 10. (3) Reactant: Cl.[CH3:2][O:3][C:4]([C:6]1[CH:7]=[C:8]2[C:12](=[CH:13][CH:14]=1)[CH2:11][NH:10][CH2:9]2)=[O:5].C(N(CC)CC)C.[CH3:22][C:23]([O:26][C:27](O[C:27]([O:26][C:23]([CH3:25])([CH3:24])[CH3:22])=[O:28])=[O:28])([CH3:25])[CH3:24]. Product: [CH3:2][O:3][C:4]([C:6]1[CH:7]=[C:8]2[C:12](=[CH:13][CH:14]=1)[CH2:11][N:10]([C:27]([O:26][C:23]([CH3:25])([CH3:24])[CH3:22])=[O:28])[CH2:9]2)=[O:5]. The catalyst class is: 79.